From a dataset of Reaction yield outcomes from USPTO patents with 853,638 reactions. Predict the reaction yield, written as a fraction of the theoretical maximum amount of product (1.0 means a 100% yield; for example, 0.34 means a 34% yield). (1) The reactants are COC1C=CC(CN(CC2C=CC([O:41][CH3:42])=CC=2)C2N=C(C)N=C(C3C(NC4C=NC(OC)=C(F)C=4)=NC=C(C=3)C#N)N=2)=CC=1.C([Mg]Br)C.B(F)(F)F.CC[O:55]CC.[NH2:58][C:59]1([C:62]2[CH:63]=[C:64]([C:78]3[N:83]=[C:82]([CH3:84])[N:81]=[C:80]([N:85](CC4C=CC(OC)=CC=4)CC4C=CC(OC)=CC=4)[N:79]=3)[C:65]([NH:68][C:69]3[CH:70]=[N:71][C:72]([O:76][CH3:77])=[C:73]([F:75])[CH:74]=3)=[N:66][CH:67]=2)[CH2:61][CH2:60]1.OS([C:108]([F:111])([F:110])[F:109])(=O)=O.[OH-].[Na+]. The catalyst is C1COCC1.C(O)(C(F)(F)F)=O.CC(C)[O-].[Ti+4].CC(C)[O-].CC(C)[O-].CC(C)[O-]. The product is [F:109][C:108]([F:111])([F:110])[C:42]([OH:41])=[O:55].[NH2:58][C:59]1([C:62]2[CH:63]=[C:64]([C:78]3[N:83]=[C:82]([CH3:84])[N:81]=[C:80]([NH2:85])[N:79]=3)[C:65]([NH:68][C:69]3[CH:70]=[N:71][C:72]([O:76][CH3:77])=[C:73]([F:75])[CH:74]=3)=[N:66][CH:67]=2)[CH2:61][CH2:60]1. The yield is 0.0376. (2) The reactants are C(OC([NH:8][CH2:9][C:10]1[C:11]([CH2:31][CH:32]([CH3:34])[CH3:33])=[N:12][C:13]2[C:18]([C:19]=1[C:20]1[CH:25]=[CH:24][C:23]([CH3:26])=[CH:22][CH:21]=1)=[CH:17][C:16]([C:27]([O:29][CH3:30])=[O:28])=[CH:15][CH:14]=2)=O)(C)(C)C.[ClH:35]. The catalyst is O1CCOCC1. The product is [ClH:35].[ClH:35].[NH2:8][CH2:9][C:10]1[C:11]([CH2:31][CH:32]([CH3:34])[CH3:33])=[N:12][C:13]2[C:18]([C:19]=1[C:20]1[CH:25]=[CH:24][C:23]([CH3:26])=[CH:22][CH:21]=1)=[CH:17][C:16]([C:27]([O:29][CH3:30])=[O:28])=[CH:15][CH:14]=2. The yield is 0.920. (3) The reactants are [CH3:1][O:2][CH2:3][CH:4]([NH:6][C:7]([C:9]1[CH:10]=[C:11]([C:18]2[CH:23]=[CH:22][C:21]([CH3:24])=[CH:20][CH:19]=2)[CH:12]=[C:13]([N+:15]([O-])=O)[CH:14]=1)=[O:8])[CH3:5].Cl[Sn]Cl. The catalyst is CO. The product is [CH3:1][O:2][CH2:3][CH:4]([NH:6][C:7]([C:9]1[CH:10]=[C:11]([C:18]2[CH:19]=[CH:20][C:21]([CH3:24])=[CH:22][CH:23]=2)[CH:12]=[C:13]([NH2:15])[CH:14]=1)=[O:8])[CH3:5]. The yield is 0.903. (4) The reactants are [CH2:1]([C:5]([CH2:10][C:11]1[CH:16]=[CH:15][C:14]([OH:17])=[CH:13][CH:12]=1)([C:8]#[N:9])[C:6]#[N:7])[CH2:2][CH:3]=[CH2:4].[Br:18][C:19](Br)([F:21])[F:20].[H-].[Na+].[Cl-].[NH4+]. The catalyst is CN(C)C=O. The product is [CH2:1]([C:5]([CH2:10][C:11]1[CH:16]=[CH:15][C:14]([O:17][C:19]([Br:18])([F:21])[F:20])=[CH:13][CH:12]=1)([C:8]#[N:9])[C:6]#[N:7])[CH2:2][CH:3]=[CH2:4]. The yield is 0.250. (5) The reactants are O[CH:2]=[C:3]1[C:11]2[C:6](=[CH:7][C:8]([C:12]([C:14]3[CH:15]=[C:16]([NH:20][C:21]([C:23]4[N:24]([CH2:29][CH3:30])[N:25]=[C:26]([CH3:28])[CH:27]=4)=[O:22])[CH:17]=[CH:18][CH:19]=3)=[O:13])=[CH:9][CH:10]=2)[NH:5][C:4]1=[O:31].[NH2:32][C:33]1[CH:34]=[CH:35][C:36]([CH3:40])=[C:37]([OH:39])[CH:38]=1. The catalyst is C1COCC1. The product is [OH:39][C:37]1[CH:38]=[C:33]([NH:32][CH:2]=[C:3]2[C:11]3[C:6](=[CH:7][C:8]([C:12]([C:14]4[CH:15]=[C:16]([NH:20][C:21]([C:23]5[N:24]([CH2:29][CH3:30])[N:25]=[C:26]([CH3:28])[CH:27]=5)=[O:22])[CH:17]=[CH:18][CH:19]=4)=[O:13])=[CH:9][CH:10]=3)[NH:5][C:4]2=[O:31])[CH:34]=[CH:35][C:36]=1[CH3:40]. The yield is 0.270. (6) The reactants are [C:1]([O:5][C:6]([N:8]1[CH2:13][CH2:12][C:11]2[NH:14][N:15]([C:18]3[CH:27]=[N:26][C:25]4[C:20](=[CH:21][CH:22]=[CH:23][CH:24]=4)[N:19]=3)[C:16](=[O:17])[C:10]=2[CH2:9]1)=[O:7])([CH3:4])([CH3:3])[CH3:2].[H-].[Na+].I[CH3:31]. The catalyst is CN(C)C=O. The product is [C:1]([O:5][C:6]([N:8]1[CH2:13][CH2:12][C:11]2[N:14]([CH3:31])[N:15]([C:18]3[CH:27]=[N:26][C:25]4[C:20](=[CH:21][CH:22]=[CH:23][CH:24]=4)[N:19]=3)[C:16](=[O:17])[C:10]=2[CH2:9]1)=[O:7])([CH3:4])([CH3:2])[CH3:3]. The yield is 0.630. (7) The reactants are [OH:1][C:2]1[CH:7]=[CH:6][C:5]([C:8](=O)/[CH:9]=[CH:10]/[C:11]2[CH:12]=[C:13]([CH:17]=[CH:18][CH:19]=2)[C:14]([OH:16])=[O:15])=[CH:4][C:3]=1[CH3:21].[NH2:22][C:23]([NH2:25])=[O:24]. The catalyst is Cl.O1CCOCC1. The product is [OH:1][C:2]1[CH:7]=[CH:6][C:5]([C:8]2[CH:9]=[C:10]([C:11]3[CH:12]=[C:13]([CH:17]=[CH:18][CH:19]=3)[C:14]([OH:16])=[O:15])[NH:22][C:23](=[O:24])[N:25]=2)=[CH:4][C:3]=1[CH3:21]. The yield is 0.480.